This data is from NCI-60 drug combinations with 297,098 pairs across 59 cell lines. The task is: Regression. Given two drug SMILES strings and cell line genomic features, predict the synergy score measuring deviation from expected non-interaction effect. (1) Drug 1: C1=CC(=CC=C1CCC2=CNC3=C2C(=O)NC(=N3)N)C(=O)NC(CCC(=O)O)C(=O)O. Drug 2: CC12CCC3C(C1CCC2OP(=O)(O)O)CCC4=C3C=CC(=C4)OC(=O)N(CCCl)CCCl.[Na+]. Cell line: SF-295. Synergy scores: CSS=31.9, Synergy_ZIP=2.10, Synergy_Bliss=1.38, Synergy_Loewe=-16.3, Synergy_HSA=2.64. (2) Drug 1: C1CC(C1)(C(=O)O)C(=O)O.[NH2-].[NH2-].[Pt+2]. Drug 2: CN(CCCl)CCCl.Cl. Cell line: K-562. Synergy scores: CSS=27.2, Synergy_ZIP=-9.33, Synergy_Bliss=-2.49, Synergy_Loewe=-28.4, Synergy_HSA=-0.650. (3) Drug 1: C1CC(=O)NC(=O)C1N2CC3=C(C2=O)C=CC=C3N. Drug 2: C1=C(C(=O)NC(=O)N1)F. Cell line: OVCAR3. Synergy scores: CSS=66.4, Synergy_ZIP=2.76, Synergy_Bliss=3.72, Synergy_Loewe=-4.63, Synergy_HSA=4.75. (4) Drug 1: CCCS(=O)(=O)NC1=C(C(=C(C=C1)F)C(=O)C2=CNC3=C2C=C(C=N3)C4=CC=C(C=C4)Cl)F. Drug 2: COC1=CC(=CC(=C1O)OC)C2C3C(COC3=O)C(C4=CC5=C(C=C24)OCO5)OC6C(C(C7C(O6)COC(O7)C8=CC=CS8)O)O. Cell line: EKVX. Synergy scores: CSS=31.2, Synergy_ZIP=-3.63, Synergy_Bliss=2.29, Synergy_Loewe=-18.7, Synergy_HSA=0.592. (5) Drug 1: CN(CC1=CN=C2C(=N1)C(=NC(=N2)N)N)C3=CC=C(C=C3)C(=O)NC(CCC(=O)O)C(=O)O. Drug 2: C(CCl)NC(=O)N(CCCl)N=O. Cell line: BT-549. Synergy scores: CSS=25.4, Synergy_ZIP=-5.38, Synergy_Bliss=0.624, Synergy_Loewe=-9.99, Synergy_HSA=1.15. (6) Drug 1: C1=CC(=CC=C1C#N)C(C2=CC=C(C=C2)C#N)N3C=NC=N3. Drug 2: C1=CC=C(C=C1)NC(=O)CCCCCCC(=O)NO. Cell line: U251. Synergy scores: CSS=11.2, Synergy_ZIP=-9.13, Synergy_Bliss=-7.46, Synergy_Loewe=-1.79, Synergy_HSA=-5.17. (7) Drug 2: CC1CCC2CC(C(=CC=CC=CC(CC(C(=O)C(C(C(=CC(C(=O)CC(OC(=O)C3CCCCN3C(=O)C(=O)C1(O2)O)C(C)CC4CCC(C(C4)OC)O)C)C)O)OC)C)C)C)OC. Drug 1: COC1=CC(=CC(=C1O)OC)C2C3C(COC3=O)C(C4=CC5=C(C=C24)OCO5)OC6C(C(C7C(O6)COC(O7)C8=CC=CS8)O)O. Cell line: MALME-3M. Synergy scores: CSS=43.3, Synergy_ZIP=-1.74, Synergy_Bliss=0.681, Synergy_Loewe=5.92, Synergy_HSA=7.20.